The task is: Predict which catalyst facilitates the given reaction.. This data is from Catalyst prediction with 721,799 reactions and 888 catalyst types from USPTO. Reactant: [OH-].[Na+].[Br:3][C:4]1[CH:9]=[CH:8][CH:7]=[CH:6][C:5]=1[SH:10].F[C:12]1[CH:17]=[CH:16][C:15]([N+:18]([O-:20])=[O:19])=[CH:14][C:13]=1[S:21]([OH:23])=[O:22].Cl. Product: [Br:3][C:4]1[CH:9]=[CH:8][CH:7]=[CH:6][C:5]=1[S:10][C:12]1[CH:17]=[CH:16][C:15]([N+:18]([O-:20])=[O:19])=[CH:14][C:13]=1[S:21]([OH:23])=[O:22]. The catalyst class is: 6.